This data is from Catalyst prediction with 721,799 reactions and 888 catalyst types from USPTO. The task is: Predict which catalyst facilitates the given reaction. (1) Reactant: C(N(CC)CC)C.[C:16](O[C:16]([O:18][C:19]([CH3:22])([CH3:21])[CH3:20])=[O:17])([O:18][C:19]([CH3:22])([CH3:21])[CH3:20])=[O:17].[Br:23][C:24]1[N:29]=[CH:28][C:27]([CH2:30][C@@H:31]([C:33]([O:35][CH3:36])=[O:34])[NH2:32])=[CH:26][CH:25]=1. Product: [Br:23][C:24]1[N:29]=[CH:28][C:27]([CH2:30][C@@H:31]([C:33]([O:35][CH3:36])=[O:34])[NH:32][C:16]([O:18][C:19]([CH3:20])([CH3:21])[CH3:22])=[O:17])=[CH:26][CH:25]=1. The catalyst class is: 38. (2) Reactant: Cl[C:2]1[N:7]=[C:6]2[N:8]([S:11]([C:14]3[CH:15]=[CH:16][CH:17]=[C:18]4[C:23]=3[N:22]=[CH:21][CH:20]=[CH:19]4)(=[O:13])=[O:12])[N:9]=[CH:10][C:5]2=[CH:4][N:3]=1.[NH2:24][C:25]1[CH:30]=[CH:29][C:28]([N:31]2[CH2:36][CH2:35][N:34]([C:37]([O:39][C:40]([CH3:43])([CH3:42])[CH3:41])=[O:38])[CH2:33][CH2:32]2)=[CH:27][CH:26]=1.CCN(C(C)C)C(C)C.O. Product: [N:22]1[C:23]2[C:18](=[CH:17][CH:16]=[CH:15][C:14]=2[S:11]([N:8]2[C:6]3=[N:7][C:2]([NH:24][C:25]4[CH:30]=[CH:29][C:28]([N:31]5[CH2:36][CH2:35][N:34]([C:37]([O:39][C:40]([CH3:43])([CH3:42])[CH3:41])=[O:38])[CH2:33][CH2:32]5)=[CH:27][CH:26]=4)=[N:3][CH:4]=[C:5]3[CH:10]=[N:9]2)(=[O:13])=[O:12])[CH:19]=[CH:20][CH:21]=1. The catalyst class is: 114.